This data is from Forward reaction prediction with 1.9M reactions from USPTO patents (1976-2016). The task is: Predict the product of the given reaction. (1) Given the reactants [C:1]([N:5]1[C:9](=[O:10])[C:8](Cl)=[C:7]([C:12]2[CH:17]=[CH:16][CH:15]=[CH:14][CH:13]=2)[S:6]1(=[O:19])=[O:18])([CH3:4])([CH3:3])[CH3:2].[NH2:20][CH2:21][CH2:22][C:23]1[CH:30]=[CH:29][C:26]([C:27]#[N:28])=[CH:25][CH:24]=1, predict the reaction product. The product is: [C:1]([N:5]1[C:9](=[O:10])[C:8]([NH:20][CH2:21][CH2:22][C:23]2[CH:30]=[CH:29][C:26]([C:27]#[N:28])=[CH:25][CH:24]=2)=[C:7]([C:12]2[CH:17]=[CH:16][CH:15]=[CH:14][CH:13]=2)[S:6]1(=[O:19])=[O:18])([CH3:4])([CH3:3])[CH3:2]. (2) The product is: [Cl:1][C:2]1[CH:21]=[CH:20][C:5]([CH2:6][N:7]2[C:15]3[C:10](=[CH:11][C:12]([C:16]([O:18][CH3:22])=[O:17])=[CH:13][CH:14]=3)[CH:9]=[C:8]2[CH3:19])=[CH:4][CH:3]=1. Given the reactants [Cl:1][C:2]1[CH:21]=[CH:20][C:5]([CH2:6][N:7]2[C:15]3[C:10](=[CH:11][C:12]([C:16]([OH:18])=[O:17])=[CH:13][CH:14]=3)[CH:9]=[C:8]2[CH3:19])=[CH:4][CH:3]=1.[CH3:22][Si](C=[N+]=[N-])(C)C, predict the reaction product. (3) Given the reactants [Cl:1][C:2]1[CH:7]=[C:6]([Cl:8])[CH:5]=[CH:4][C:3]=1[C:9]1[C:30](=[O:31])[N:29]([CH3:32])[C:12]2[N:13]([CH3:28])[C:14]3[C:19]([C:11]=2[CH:10]=1)=[CH:18][C:17]([C:20](=O)[C:21]([CH3:26])=[CH:22]N(C)C)=[CH:16][CH:15]=3.C(O)(=O)C(O)=O.[CH2:39]([NH:41][NH2:42])[CH3:40], predict the reaction product. The product is: [Cl:1][C:2]1[CH:7]=[C:6]([Cl:8])[CH:5]=[CH:4][C:3]=1[C:9]1[C:30](=[O:31])[N:29]([CH3:32])[C:12]2[N:13]([CH3:28])[C:14]3[C:19]([C:11]=2[CH:10]=1)=[CH:18][C:17]([C:20]1[N:41]([CH2:39][CH3:40])[N:42]=[CH:22][C:21]=1[CH3:26])=[CH:16][CH:15]=3. (4) Given the reactants ClC1C=CC=C(C(OO)=[O:9])C=1.[Br:12][C:13]1[CH:18]=[CH:17][C:16]([C:19]2[N:31]([CH3:32])[C:22]3=[N:23][CH:24]=[C:25]([C:27]([F:30])([F:29])[F:28])[CH:26]=[C:21]3[N:20]=2)=[C:15]([S:33][CH2:34][CH3:35])[CH:14]=1.C(=O)([O-])O.[Na+].S([O-])([O-])(=O)=S.[Na+].[Na+], predict the reaction product. The product is: [Br:12][C:13]1[CH:18]=[CH:17][C:16]([C:19]2[N:31]([CH3:32])[C:22]3=[N:23][CH:24]=[C:25]([C:27]([F:29])([F:30])[F:28])[CH:26]=[C:21]3[N:20]=2)=[C:15]([S:33]([CH2:34][CH3:35])=[O:9])[CH:14]=1. (5) The product is: [ClH:37].[NH2:23][C@@H:19]1[CH2:20][CH2:21][CH2:22][N:17]([C:3]2[C:2]([Br:1])=[CH:7][N:6]=[C:5]3[NH:8][CH:9]=[C:10]([NH:11][C:12](=[O:16])[CH2:13][O:14][CH3:15])[C:4]=23)[CH2:18]1. Given the reactants [Br:1][C:2]1[C:3]([N:17]2[CH2:22][CH2:21][CH2:20][C@@H:19]([NH:23]C(=O)OC(C)(C)C)[CH2:18]2)=[C:4]2[C:10]([NH:11][C:12](=[O:16])[CH2:13][O:14][CH3:15])=[CH:9][NH:8][C:5]2=[N:6][CH:7]=1.O1CCOCC1.[ClH:37], predict the reaction product. (6) Given the reactants [NH:1](C(OCC1C=CC=CC=1)=O)[CH2:2][C:3]([OH:5])=[O:4].[CH2:16]([OH:23])[C:17]([NH2:22])([CH2:20][OH:21])[CH2:18][OH:19], predict the reaction product. The product is: [NH2:1][CH2:2][C:3]([OH:5])=[O:4].[CH2:16]([OH:23])[C:17]([NH2:22])([CH2:20][OH:21])[CH2:18][OH:19]. (7) Given the reactants [Cl:1][C:2]1[CH:7]=[C:6]([O:8][C:9]2[C:18]3[C:13](=[CH:14][C:15]([OH:21])=[C:16]([O:19][CH3:20])[CH:17]=3)[N:12]=[CH:11][N:10]=2)[CH:5]=[CH:4][C:3]=1[NH:22][C:23]([NH:25][CH2:26][CH2:27][CH3:28])=[O:24].C(=O)([O-])[O-].[K+].[K+].C(Br)[CH2:36][CH2:37][CH2:38][CH2:39][Br:40], predict the reaction product. The product is: [Br:40][CH2:39][CH2:38][CH2:37][CH2:36][O:21][C:15]1[CH:14]=[C:13]2[C:18]([C:9]([O:8][C:6]3[CH:5]=[CH:4][C:3]([NH:22][C:23]([NH:25][CH2:26][CH2:27][CH3:28])=[O:24])=[C:2]([Cl:1])[CH:7]=3)=[N:10][CH:11]=[N:12]2)=[CH:17][C:16]=1[O:19][CH3:20]. (8) Given the reactants [CH2:1]([SH:8])[C:2]1[CH:7]=[CH:6][CH:5]=[CH:4][CH:3]=1.C(N(CC)CC)C.Br[CH2:17][C:18]([CH:20]1[CH2:22][CH2:21]1)=[O:19], predict the reaction product. The product is: [CH2:1]([S:8][CH2:17][C:18]([CH:20]1[CH2:22][CH2:21]1)=[O:19])[C:2]1[CH:7]=[CH:6][CH:5]=[CH:4][CH:3]=1. (9) Given the reactants [CH3:1][C:2]([CH3:22])([CH3:21])[CH2:3][N:4]([CH2:17][CH2:18][CH2:19][OH:20])[C:5]1[CH:12]=[CH:11][C:8]([C:9]#[N:10])=[C:7]([C:13]([F:16])([F:15])[F:14])[CH:6]=1.[C:23]([C:27]1[CH:32]=[CH:31][C:30](O)=[CH:29][CH:28]=1)([CH3:26])([CH3:25])[CH3:24], predict the reaction product. The product is: [CH3:24][C:23]([C:27]1[CH:32]=[CH:31][C:30]([O:20][CH2:19][CH2:18][CH2:17][N:4]([CH2:3][C:2]([CH3:22])([CH3:21])[CH3:1])[C:5]2[CH:12]=[CH:11][C:8]([C:9]#[N:10])=[C:7]([C:13]([F:14])([F:15])[F:16])[CH:6]=2)=[CH:29][CH:28]=1)([CH3:26])[CH3:25]. (10) Given the reactants [NH:1]1[CH2:5][CH2:4][CH2:3][CH2:2]1.[H-].[Na+].Br[CH2:9][C:10]1[CH:15]=[CH:14][C:13]([C:16]2[NH:20][C:19](=[O:21])[N:18]([C:22]3[CH:23]=[C:24]([CH:33]=[CH:34][C:35]=3[Cl:36])[CH2:25][NH:26][C:27](=[O:32])[C:28]([CH3:31])([CH3:30])[CH3:29])[N:17]=2)=[CH:12][CH:11]=1, predict the reaction product. The product is: [Cl:36][C:35]1[CH:34]=[CH:33][C:24]([CH2:25][NH:26][C:27](=[O:32])[C:28]([CH3:31])([CH3:30])[CH3:29])=[CH:23][C:22]=1[N:18]1[C:19](=[O:21])[NH:20][C:16]([C:13]2[CH:12]=[CH:11][C:10]([CH2:9][N:1]3[CH2:5][CH2:4][CH2:3][CH2:2]3)=[CH:15][CH:14]=2)=[N:17]1.